Dataset: Full USPTO retrosynthesis dataset with 1.9M reactions from patents (1976-2016). Task: Predict the reactants needed to synthesize the given product. The reactants are: [CH:1]1([NH2:7])[CH2:6][CH2:5][CH2:4][CH2:3][CH2:2]1.C([Al](CC)CC)C.[Cl:15][C:16]1[CH:21]=[C:20]([Cl:22])[CH:19]=[CH:18][C:17]=1[N:23]1[C:27]([C:28]2[CH:33]=[CH:32][C:31]([O:34][CH2:35][CH2:36][CH2:37][F:38])=[CH:30][CH:29]=2)=[C:26]([CH2:39][N:40]([CH3:42])[CH3:41])[C:25]([C:43](OCC)=[O:44])=[N:24]1. Given the product [CH:1]1([NH:7][C:43]([C:25]2[C:26]([CH2:39][N:40]([CH3:42])[CH3:41])=[C:27]([C:28]3[CH:29]=[CH:30][C:31]([O:34][CH2:35][CH2:36][CH2:37][F:38])=[CH:32][CH:33]=3)[N:23]([C:17]3[CH:18]=[CH:19][C:20]([Cl:22])=[CH:21][C:16]=3[Cl:15])[N:24]=2)=[O:44])[CH2:6][CH2:5][CH2:4][CH2:3][CH2:2]1, predict the reactants needed to synthesize it.